From a dataset of Forward reaction prediction with 1.9M reactions from USPTO patents (1976-2016). Predict the product of the given reaction. (1) Given the reactants [CH2:1]([C:8]1[N:12]([CH:13]([CH:23]2[CH2:28][CH2:27][CH2:26][CH2:25][CH2:24]2)[C:14]([NH:16][CH:17]2[CH2:22][CH2:21][CH2:20][CH2:19][CH2:18]2)=[O:15])[C:11]2[CH:29]=[C:30]([Cl:34])[C:31]([F:33])=[CH:32][C:10]=2[N:9]=1)[C:2]1[CH:7]=[CH:6][CH:5]=[CH:4][CH:3]=1.C1([CH:41]=[O:42])CCCCC1.[CH3:43][O:44]C1C=CC(C=O)=CC=1.ClC1C=C(CC(O)=O)C=CC=1.COC(C(O)=O)C1C=CC=CC=1, predict the reaction product. The product is: [Cl:34][C:30]1[C:31]([F:33])=[CH:32][C:10]2[N:9]=[C:8]([CH:1]([O:44][CH3:43])[C:2]3[CH:7]=[CH:6][CH:5]=[CH:4][CH:3]=3)[N:12]([CH:13]([C:23]3[CH:28]=[CH:27][C:26]([O:42][CH3:41])=[CH:25][CH:24]=3)[C:14]([NH:16][CH:17]3[CH2:18][CH2:19][CH2:20][CH2:21][CH2:22]3)=[O:15])[C:11]=2[CH:29]=1. (2) Given the reactants [Cl:29][C:26]1[CH:27]=[C:28](B2OB([C:23]3[CH:28]=[CH:27][C:26]([Cl:29])=[C:25]([Cl:30])[CH:24]=3)OB([C:23]3[CH:28]=[CH:27][C:26]([Cl:29])=[C:25]([Cl:30])[CH:24]=3)O2)[CH:23]=[CH:24][C:25]=1[Cl:30].[O:31]=[S:32]1(=[O:49])[CH2:37][CH2:36][N:35]2[CH2:38][CH2:39][CH2:40][CH:41]([C:42]3[CH:47]=[CH:46][C:45]([OH:48])=[CH:44][CH:43]=3)[C:34]2=[N:33]1.N1C=CC=CC=1.C(=O)([O-])[O-].[Cs+].[Cs+], predict the reaction product. The product is: [Cl:30][C:25]1[CH:24]=[C:23]([CH:28]=[CH:27][C:26]=1[Cl:29])[O:48][C:45]1[CH:44]=[CH:43][C:42]([CH:41]2[C:34]3=[N:33][S:32](=[O:49])(=[O:31])[CH2:37][CH2:36][N:35]3[CH2:38][CH2:39][CH2:40]2)=[CH:47][CH:46]=1. (3) Given the reactants Cl[C:2]1[CH:7]=[C:6]([C:8]2[C:16]3[C:11](=[N:12][CH:13]=[CH:14][CH:15]=3)[N:10](S(C3C=CC=CC=3)(=O)=O)[CH:9]=2)[CH:5]=[C:4]([Cl:26])[N:3]=1.[C:27]([CH:30]1[CH2:35][CH2:34][N:33](C(OC(C)(C)C)=O)[CH2:32][CH2:31]1)(=[O:29])[NH2:28].C(=O)([O-])[O-].[Cs+].[Cs+].CC1(C)C2C(=C(P(C3C=CC=CC=3)C3C=CC=CC=3)C=CC=2)OC2C(P(C3C=CC=CC=3)C3C=CC=CC=3)=CC=CC1=2.[OH-].[Na+], predict the reaction product. The product is: [Cl:26][C:4]1[N:3]=[C:2]([NH:28][C:27]([CH:30]2[CH2:35][CH2:34][NH:33][CH2:32][CH2:31]2)=[O:29])[CH:7]=[C:6]([C:8]2[C:16]3[C:11](=[N:12][CH:13]=[CH:14][CH:15]=3)[NH:10][CH:9]=2)[CH:5]=1. (4) Given the reactants [Cl:1][C:2]1[CH:10]=[C:9]([CH:11]([O:16][CH2:17][C:18]2([C:31]3[CH:36]=[CH:35][C:34]([F:37])=[CH:33][CH:32]=3)[CH2:23][CH2:22][N:21]([C:24]([O:26][C:27]([CH3:30])([CH3:29])[CH3:28])=[O:25])[CH2:20][CH2:19]2)[C:12](OC)=[O:13])[C:8]2[C:4](=[CH:5][N:6]([CH2:38][O:39][CH2:40][CH2:41][Si:42]([CH3:45])([CH3:44])[CH3:43])[N:7]=2)[CH:3]=1.[BH4-].[Li+], predict the reaction product. The product is: [Cl:1][C:2]1[CH:10]=[C:9]([CH:11]([O:16][CH2:17][C:18]2([C:31]3[CH:36]=[CH:35][C:34]([F:37])=[CH:33][CH:32]=3)[CH2:23][CH2:22][N:21]([C:24]([O:26][C:27]([CH3:30])([CH3:29])[CH3:28])=[O:25])[CH2:20][CH2:19]2)[CH2:12][OH:13])[C:8]2[C:4](=[CH:5][N:6]([CH2:38][O:39][CH2:40][CH2:41][Si:42]([CH3:45])([CH3:43])[CH3:44])[N:7]=2)[CH:3]=1. (5) Given the reactants [C:1]([N:4]1[CH2:9][CH2:8][C:7](=[O:10])[CH2:6][CH2:5]1)(=[O:3])[CH3:2].[CH3:11]C([O-])(C)C.[K+].[Br:17][C:18]1[CH:23]=[CH:22][C:21]([N:24]=[C:25]=[S:26])=[CH:20][CH:19]=1.CI, predict the reaction product. The product is: [C:1]([N:4]1[CH2:9][CH2:8][C:7](=[O:10])/[C:6](=[C:25](/[NH:24][C:21]2[CH:22]=[CH:23][C:18]([Br:17])=[CH:19][CH:20]=2)\[S:26][CH3:11])/[CH2:5]1)(=[O:3])[CH3:2].